From a dataset of Full USPTO retrosynthesis dataset with 1.9M reactions from patents (1976-2016). Predict the reactants needed to synthesize the given product. (1) Given the product [F:21][C:18]([F:19])([F:20])[C:13]1[CH:12]=[CH:11][C:10]2[CH2:9][NH:8][CH2:17][CH2:16][C:15]=2[N:14]=1, predict the reactants needed to synthesize it. The reactants are: C([N:8]1[CH2:17][CH2:16][C:15]2[N:14]=[C:13]([C:18]([F:21])([F:20])[F:19])[CH:12]=[CH:11][C:10]=2[CH2:9]1)C1C=CC=CC=1.ClCCC(Cl)=O. (2) Given the product [CH:16]1([C:12](=[O:11])[CH2:8][CH2:5][C:2]2[CH:7]=[CH:6][C:5]([C:8]3[C:9]([CH3:14])=[N:10][O:11][C:12]=3[CH3:13])=[CH:4][CH:3]=2)[CH2:21][CH2:20][CH2:19][CH2:18]1, predict the reactants needed to synthesize it. The reactants are: Br[C:2]1[CH:7]=[CH:6][C:5]([C:8]2[C:9]([CH3:14])=[N:10][O:11][C:12]=2[CH3:13])=[CH:4][CH:3]=1.Br[C:16]1[CH:21]=[CH:20][CH:19]=[CH:18]N=1.